From a dataset of Catalyst prediction with 721,799 reactions and 888 catalyst types from USPTO. Predict which catalyst facilitates the given reaction. (1) Reactant: [C:1]([CH2:3][CH:4]([N:19]1[CH:23]=[CH:22][C:21]([C:24]2[C:25]3[CH:32]=[CH:31][N:30]([CH2:33][O:34][CH2:35][CH2:36][Si:37]([CH3:40])([CH3:39])[CH3:38])[C:26]=3[N:27]=[CH:28][N:29]=2)=[CH:20]1)[CH2:5][N:6]1[CH2:11][CH2:10][N:9](C(OC(C)(C)C)=O)[CH2:8][CH2:7]1)#[N:2].[ClH:41]. Product: [ClH:41].[N:6]1([CH2:5][CH:4]([N:19]2[CH:23]=[CH:22][C:21]([C:24]3[C:25]4[CH:32]=[CH:31][N:30]([CH2:33][O:34][CH2:35][CH2:36][Si:37]([CH3:38])([CH3:40])[CH3:39])[C:26]=4[N:27]=[CH:28][N:29]=3)=[CH:20]2)[CH2:3][C:1]#[N:2])[CH2:11][CH2:10][NH:9][CH2:8][CH2:7]1. The catalyst class is: 12. (2) The catalyst class is: 103. Product: [C:9]1([C:3]2[CH:8]=[CH:7][N:6]=[N:5][CH:4]=2)[CH2:14][CH2:13][CH2:12][CH2:11][CH:10]=1. Reactant: Br.Br[C:3]1[CH:8]=[CH:7][N:6]=[N:5][CH:4]=1.[C:9]1(B2OC(C)(C)C(C)(C)O2)[CH2:14][CH2:13][CH2:12][CH2:11][CH:10]=1.C(=O)([O-])[O-].[Cs+].[Cs+].O1CCOCC1. (3) Reactant: N(C(OC(C)C)=O)=NC(OC(C)C)=O.C1(P(C2C=CC=CC=2)C2C=CC=CC=2)C=CC=CC=1.[CH:34]1([CH2:37][OH:38])[CH2:36][CH2:35]1.[CH2:39]([O:46][C:47]1[CH:56]=[CH:55][C:50]([C:51]([O:53][CH3:54])=[O:52])=[CH:49][C:48]=1O)[C:40]1[CH:45]=[CH:44][CH:43]=[CH:42][CH:41]=1. Product: [CH2:39]([O:46][C:47]1[CH:48]=[CH:49][C:50]([C:51]([O:53][CH3:54])=[O:52])=[CH:55][C:56]=1[O:38][CH2:37][CH:34]1[CH2:36][CH2:35]1)[C:40]1[CH:41]=[CH:42][CH:43]=[CH:44][CH:45]=1. The catalyst class is: 7. (4) Reactant: [Cl:1][C:2]1[CH:7]=[CH:6][C:5]([N:8]=[C:9]=[O:10])=[CH:4][C:3]=1[C:11]([F:14])([F:13])[F:12].Cl.[NH2:16][C@H:17]1[CH2:22][CH2:21][C@H:20]([OH:23])[CH2:19][CH2:18]1.CCN(CC)CC.Cl. Product: [Cl:1][C:2]1[CH:7]=[CH:6][C:5]([NH:8][C:9]([NH:16][C@H:17]2[CH2:22][CH2:21][C@H:20]([OH:23])[CH2:19][CH2:18]2)=[O:10])=[CH:4][C:3]=1[C:11]([F:12])([F:13])[F:14]. The catalyst class is: 18. (5) Reactant: [O:1]=[C:2]([CH2:6][CH3:7])[C:3](O)=O.[C:8]([O:12][C:13]([N:15]([CH2:23][C:24]1[CH:29]=[CH:28][C:27]([F:30])=[CH:26][CH:25]=1)CC(N(OC)C)=O)=[O:14])([CH3:11])([CH3:10])[CH3:9].C1(C)C=CC=CC=1.C([Mg]Br)=C.[CH3:42][N:43]1[CH2:48][CH2:47][NH:46][CH2:45][CH2:44]1. Product: [C:8]([O:12][C:13](=[O:14])[N:15]([CH2:23][C:24]1[CH:25]=[CH:26][C:27]([F:30])=[CH:28][CH:29]=1)[CH2:3][C:2](=[O:1])[CH2:6][CH2:7][N:46]1[CH2:47][CH2:48][N:43]([CH3:42])[CH2:44][CH2:45]1)([CH3:9])([CH3:10])[CH3:11]. The catalyst class is: 20. (6) Reactant: [N+:1](=[CH:3][C:4]([O:6][CH2:7][CH3:8])=[O:5])=[N-:2].[CH2:9]([N:16]1[C:20](=[O:21])[CH:19]=[CH:18][C:17]1=[O:22])[C:10]1[CH:15]=[CH:14][CH:13]=[CH:12][CH:11]=1. Product: [CH2:9]([N:16]1[C:20](=[O:21])[CH:19]2[CH:18]([NH:2][N:1]=[C:3]2[C:4]([O:6][CH2:7][CH3:8])=[O:5])[C:17]1=[O:22])[C:10]1[CH:11]=[CH:12][CH:13]=[CH:14][CH:15]=1. The catalyst class is: 27. (7) Reactant: CS(O[CH:6]1[CH2:9][N:8]([C:10]2[S:11][CH:12]=[C:13]([C:15]([N:17]3[CH2:21][CH2:20][CH2:19][CH2:18]3)=[O:16])[N:14]=2)[CH2:7]1)(=O)=O.[C:22]([O-:25])(=[S:24])[CH3:23].[K+]. Product: [C:22]([S:24][CH:6]1[CH2:7][N:8]([C:10]2[S:11][CH:12]=[C:13]([C:15]([N:17]3[CH2:18][CH2:19][CH2:20][CH2:21]3)=[O:16])[N:14]=2)[CH2:9]1)(=[O:25])[CH3:23]. The catalyst class is: 9.